Dataset: Full USPTO retrosynthesis dataset with 1.9M reactions from patents (1976-2016). Task: Predict the reactants needed to synthesize the given product. Given the product [C:1]1([C:15]2[CH:20]=[CH:19][CH:18]=[CH:17][CH:16]=2)[CH:6]=[CH:5][CH:4]=[C:3]([C:7]2([CH2:13][NH:14][C:33](=[O:34])[C:32]3[CH:36]=[C:28]([C:25]4[N:24]=[C:23]([C:22]([F:38])([F:37])[F:21])[O:27][N:26]=4)[CH:29]=[N:30][CH:31]=3)[CH2:8][CH2:9][O:10][CH2:11][CH2:12]2)[CH:2]=1, predict the reactants needed to synthesize it. The reactants are: [C:1]1([C:15]2[CH:20]=[CH:19][CH:18]=[CH:17][CH:16]=2)[CH:6]=[CH:5][CH:4]=[C:3]([C:7]2([CH2:13][NH2:14])[CH2:12][CH2:11][O:10][CH2:9][CH2:8]2)[CH:2]=1.[F:21][C:22]([F:38])([F:37])[C:23]1[O:27][N:26]=[C:25]([C:28]2[CH:29]=[N:30][CH:31]=[C:32]([CH:36]=2)[C:33](O)=[O:34])[N:24]=1.